This data is from Full USPTO retrosynthesis dataset with 1.9M reactions from patents (1976-2016). The task is: Predict the reactants needed to synthesize the given product. Given the product [OH:1][C:2]([CH3:27])([CH3:26])[C@H:3]([NH:5][C:6]([C:8]1[C:16]2[C:11](=[N:12][CH:13]=[C:14]([C:33]3[CH:32]=[N:31][N:30]([CH2:28][CH3:29])[CH:34]=3)[N:15]=2)[N:10]([CH2:18][O:19][CH2:20][CH2:21][Si:22]([CH3:25])([CH3:24])[CH3:23])[CH:9]=1)=[O:7])[CH3:4], predict the reactants needed to synthesize it. The reactants are: [OH:1][C:2]([CH3:27])([CH3:26])[C@H:3]([NH:5][C:6]([C:8]1[C:16]2[C:11](=[N:12][CH:13]=[C:14](Br)[N:15]=2)[N:10]([CH2:18][O:19][CH2:20][CH2:21][Si:22]([CH3:25])([CH3:24])[CH3:23])[CH:9]=1)=[O:7])[CH3:4].[CH2:28]([N:30]1[CH:34]=[C:33](B2OC(C)(C)C(C)(C)O2)[CH:32]=[N:31]1)[CH3:29].C([O-])([O-])=O.[K+].[K+].